This data is from Reaction yield outcomes from USPTO patents with 853,638 reactions. The task is: Predict the reaction yield, written as a fraction of the theoretical maximum amount of product (1.0 means a 100% yield; for example, 0.34 means a 34% yield). (1) The reactants are CC1(C)[O:6][C@H:5]([CH2:7][N:8]2[CH:12]=[CH:11][C:10]([NH:13][C:14](=[O:37])[C@@H:15]([N:20]3[CH2:24][C:23]([O:25][C:26]4[C:35]5[CH2:34][CH2:33][CH2:32][CH2:31][C:30]=5[CH:29]=[CH:28][CH:27]=4)=[CH:22][C:21]3=[O:36])[CH2:16][CH:17]([CH3:19])[CH3:18])=[N:9]2)[CH2:4][O:3]1.O.C1(C)C=CC(S(O)(=O)=O)=CC=1. The catalyst is CO. The product is [OH:6][C@@H:5]([CH2:4][OH:3])[CH2:7][N:8]1[CH:12]=[CH:11][C:10]([NH:13][C:14](=[O:37])[C@@H:15]([N:20]2[CH2:24][C:23]([O:25][C:26]3[C:35]4[CH2:34][CH2:33][CH2:32][CH2:31][C:30]=4[CH:29]=[CH:28][CH:27]=3)=[CH:22][C:21]2=[O:36])[CH2:16][CH:17]([CH3:19])[CH3:18])=[N:9]1. The yield is 0.710. (2) The reactants are [Br:1][C:2]1[CH:3]=[C:4]2[C:9](=[CH:10][CH:11]=1)[NH:8][C:7](=[O:12])[CH2:6][CH2:5]2.[CH3:13][C:14]([O-])(C)C.[K+].C(Br)C. The catalyst is CN(C=O)C.Cl. The product is [Br:1][C:2]1[CH:3]=[C:4]2[C:9](=[CH:10][CH:11]=1)[N:8]([CH2:13][CH3:14])[C:7](=[O:12])[CH2:6][CH2:5]2. The yield is 0.590. (3) The reactants are [S:1]1[CH:5]=[CH:4][C:3]2[S:6][CH:7]=[CH:8][C:2]1=2.C([Li])CCC.[CH3:14][Sn:15](Cl)([CH3:17])[CH3:16]. The catalyst is C1COCC1.CCCCCC.C(OCC)C. The product is [CH3:14][Sn:15]([CH3:17])([CH3:16])[C:5]1[S:1][C:2]2[CH:8]=[C:7]([Sn:15]([CH3:17])([CH3:16])[CH3:14])[S:6][C:3]=2[CH:4]=1. The yield is 0.580. (4) The reactants are [F:1][C:2]1[C:10]([NH:11][S:12](=[O:18])(=[O:17])[NH:13][CH2:14][CH2:15][CH3:16])=[CH:9][CH:8]=[C:7]([F:19])[C:3]=1[C:4]([OH:6])=O.[CH3:20][O:21][C:22]1[C:30]2[C:25](=[N:26][CH:27]=[C:28]([NH2:31])[CH:29]=2)[NH:24][N:23]=1.C1C=CC2N(O)N=NC=2C=1.CCN=C=NCCCN(C)C. The catalyst is CN(C=O)C.CCOC(C)=O. The product is [F:1][C:2]1[C:10]([NH:11][S:12](=[O:18])(=[O:17])[NH:13][CH2:14][CH2:15][CH3:16])=[CH:9][CH:8]=[C:7]([F:19])[C:3]=1[C:4]([NH:31][C:28]1[CH:29]=[C:30]2[C:22]([O:21][CH3:20])=[N:23][NH:24][C:25]2=[N:26][CH:27]=1)=[O:6]. The yield is 0.630. (5) The yield is 0.870. The product is [C:1]([C:3]1[CH:11]=[CH:10][CH:9]=[C:8]2[C:4]=1[CH:5]=[C:6]([C:12]([OH:14])=[O:13])[NH:7]2)#[N:2]. The catalyst is C(O)C. The reactants are [C:1]([C:3]1[CH:11]=[CH:10][CH:9]=[C:8]2[C:4]=1[CH:5]=[C:6]([C:12]([O:14]CC)=[O:13])[NH:7]2)#[N:2].O[Li].O. (6) The reactants are Br[C:2]1[CH:3]=[CH:4][C:5]2[O:11][CH2:10][CH2:9][N:8]3[CH:12]=[C:13]([C:15]([NH2:17])=[O:16])[N:14]=[C:7]3[C:6]=2[CH:18]=1.[O:19]1[CH:23]=[N:22][N:21]=[C:20]1[C:24]([OH:28])([C:26]#[CH:27])[CH3:25]. No catalyst specified. The product is [OH:28][C:24]([C:20]1[O:19][CH:23]=[N:22][N:21]=1)([CH3:25])[C:26]#[C:27][C:2]1[CH:3]=[CH:4][C:5]2[O:11][CH2:10][CH2:9][N:8]3[CH:12]=[C:13]([C:15]([NH2:17])=[O:16])[N:14]=[C:7]3[C:6]=2[CH:18]=1. The yield is 0.0300. (7) The reactants are [CH2:1]([O:8][CH2:9][C@@H:10]([NH:14]C(OC(C)(C)C)=O)[C:11]([OH:13])=[O:12])[C:2]1[CH:7]=[CH:6][CH:5]=[CH:4][CH:3]=1.[CH3:22]O. No catalyst specified. The product is [CH3:22][O:13][C:11](=[O:12])[C@H:10]([NH2:14])[CH2:9][O:8][CH2:1][C:2]1[CH:7]=[CH:6][CH:5]=[CH:4][CH:3]=1. The yield is 1.00.